From a dataset of Forward reaction prediction with 1.9M reactions from USPTO patents (1976-2016). Predict the product of the given reaction. (1) Given the reactants [CH3:1][O:2][CH2:3][O:4][C:5]1[C:13]2[CH:12]=[CH:11][S:10][C:9]=2[CH:8]=[CH:7][CH:6]=1.C([Li])CCC.[OH2:19].Cl.C1[CH2:25][O:24]CC1, predict the reaction product. The product is: [CH3:1][O:2][CH2:3][O:4][C:5]1[C:13]2[CH:12]=[C:11]([C:25]([OH:24])=[O:19])[S:10][C:9]=2[CH:8]=[CH:7][CH:6]=1. (2) Given the reactants [CH2:1]([NH:5][C:6]1[N:11]=[C:10]([NH:12][CH3:13])[N:9]=[C:8]([NH:14][CH2:15][C:16]#[CH:17])[N:7]=1)[CH2:2][CH2:3][CH3:4].[OH:18][S:19]([OH:22])(=[O:21])=[O:20].S(O)(O)(=O)=O.C(NC1N=C(NC)N=C(NCC#C)N=1)C.C(NC1N=C(NC)N=C(NCC#C)N=1)C, predict the reaction product. The product is: [S:19]([OH:22])([OH:21])(=[O:20])=[O:18].[CH2:1]([NH:5][C:6]1[N:11]=[C:10]([NH:12][CH3:13])[N:9]=[C:8]([NH:14][CH2:15][C:16]#[CH:17])[N:7]=1)[CH2:2][CH2:3][CH3:4].[CH2:1]([NH:5][C:6]1[N:11]=[C:10]([NH:12][CH3:13])[N:9]=[C:8]([NH:14][CH2:15][C:16]#[CH:17])[N:7]=1)[CH2:2][CH2:3][CH3:4]. (3) Given the reactants CC[CH2:3][CH2:4][O-:5].CC[CH2:8][CH2:9][O-:10].CC[CH2:13][CH2:14][O-:15].CC[CH2:18][CH2:19][O-:20].[Ti+4:21].C(O)CCC, predict the reaction product. The product is: [CH2:4]([O-:5])[CH3:3].[CH2:9]([O-:10])[CH3:8].[CH2:14]([O-:15])[CH3:13].[CH2:19]([O-:20])[CH3:18].[Ti+4:21]. (4) Given the reactants [CH2:1]([O:8][C:9]1[CH:14]=[CH:13][C:12]([C:15]2[CH:16]=[N:17][C:18]3[N:19]([N:27]=[CH:28][C:29]=3[NH2:30])[C:20]=2[CH:21]2[CH2:26][CH2:25][CH2:24][CH2:23][CH2:22]2)=[CH:11][CH:10]=1)[C:2]1[CH:7]=[CH:6][CH:5]=[CH:4][CH:3]=1.N1C=CC=CC=1.[CH:37]1([C:40](Cl)=[O:41])[CH2:39][CH2:38]1.[CH2:43]([S:45](Cl)(=[O:47])=[O:46])[CH3:44].CN(C1C=CC=CN=1)C, predict the reaction product. The product is: [CH2:1]([O:8][C:9]1[CH:10]=[CH:11][C:12]([C:15]2[CH:16]=[N:17][C:18]3[N:19]([N:27]=[CH:28][C:29]=3[NH:30][C:40]([CH:37]3[CH2:39][CH2:38]3)=[O:41])[C:20]=2[CH:21]2[CH2:26][CH2:25][CH2:24][CH2:23][CH2:22]2)=[CH:13][CH:14]=1)[C:2]1[CH:7]=[CH:6][CH:5]=[CH:4][CH:3]=1.[CH2:1]([O:8][C:9]1[CH:10]=[CH:11][C:12]([C:15]2[CH:16]=[N:17][C:18]3[N:19]([N:27]=[CH:28][C:29]=3[NH:30][S:45]([CH2:43][CH3:44])(=[O:47])=[O:46])[C:20]=2[CH:21]2[CH2:26][CH2:25][CH2:24][CH2:23][CH2:22]2)=[CH:13][CH:14]=1)[C:2]1[CH:7]=[CH:6][CH:5]=[CH:4][CH:3]=1. (5) Given the reactants [O:1]1[CH2:6][CH2:5][CH:4]([NH2:7])[CH2:3][CH2:2]1.[Br:8][C:9]1[CH:14]=[CH:13][C:12]([CH2:15][C:16](O)=[O:17])=[CH:11][CH:10]=1, predict the reaction product. The product is: [Br:8][C:9]1[CH:14]=[CH:13][C:12]([CH2:15][C:16]([NH:7][CH:4]2[CH2:5][CH2:6][O:1][CH2:2][CH2:3]2)=[O:17])=[CH:11][CH:10]=1. (6) Given the reactants [CH:1]([C:4]1[C:5]([O:36][CH3:37])=[N:6][C:7]([CH3:35])=[C:8]([CH2:21][C:22]2([CH2:25][O:26]C3C=CC(OC)=CC=3)[CH2:24][CH2:23]2)[C:9]=1[C:10]([C:12]1[CH:13]=[C:14]([CH:17]=[C:18]([CH3:20])[CH:19]=1)[C:15]#[N:16])=[O:11])([CH3:3])[CH3:2].[N+]([O-])([O-])=O.[Ce+4].[NH4+].[N+]([O-])([O-])=O.[N+]([O-])([O-])=O.[N+]([O-])([O-])=O.[N+]([O-])([O-])=O.O, predict the reaction product. The product is: [OH:26][CH2:25][C:22]1([CH2:21][C:8]2[C:7]([CH3:35])=[N:6][C:5]([O:36][CH3:37])=[C:4]([CH:1]([CH3:2])[CH3:3])[C:9]=2[C:10]([C:12]2[CH:13]=[C:14]([CH:17]=[C:18]([CH3:20])[CH:19]=2)[C:15]#[N:16])=[O:11])[CH2:23][CH2:24]1. (7) The product is: [S:8]([O:12][N:13]1[C:19](=[O:20])[N:18]2[CH2:21][C@H:14]1[CH2:15][CH2:16][C@H:17]2[CH2:22][NH2:23])([OH:11])(=[O:9])=[O:10]. Given the reactants FC(F)(F)C(O)=O.[S:8]([O:12][N:13]1[C:19](=[O:20])[N:18]2[CH2:21][CH:14]1[CH2:15][CH2:16][CH:17]2[CH2:22][NH2:23])([OH:11])(=[O:10])=[O:9], predict the reaction product. (8) The product is: [F:43][C:40]([F:41])([F:42])[C:37]1[N:36]=[CH:35][C:34]([NH:33][C:18]([C:17]2[CH:21]=[CH:22][C:14]([O:13][C:12]3[CH:11]=[C:10]4[C:5]([CH:6]([C:23]([O:25][CH3:26])=[O:24])[CH2:7][CH2:8][O:9]4)=[CH:4][C:3]=3[C:1]#[N:2])=[CH:15][CH:16]=2)=[O:20])=[CH:39][CH:38]=1. Given the reactants [C:1]([C:3]1[CH:4]=[C:5]2[C:10](=[CH:11][C:12]=1[O:13][C:14]1[CH:22]=[CH:21][C:17]([C:18]([OH:20])=O)=[CH:16][CH:15]=1)[O:9][CH2:8][CH2:7][CH:6]2[C:23]([O:25][CH3:26])=[O:24])#[N:2].C(Cl)(=O)C(Cl)=O.[NH2:33][C:34]1[CH:35]=[N:36][C:37]([C:40]([F:43])([F:42])[F:41])=[CH:38][CH:39]=1.C(N(C(C)C)CC)(C)C, predict the reaction product. (9) Given the reactants [CH2:1]([NH:3][C:4]1[CH:9]=[CH:8][CH:7]=[CH:6][C:5]=1[C@@H:10]1[CH2:19][CH2:18][C:17]2[CH:16]=[C:15]([O:20]C(=O)C(C)(C)C)[CH:14]=[CH:13][C:12]=2[CH2:11]1)[CH3:2].[CH3:27][N:28]1[CH2:33][CH2:32][CH:31]([O:34][C:35]2[CH:42]=[CH:41][C:38]([CH:39]=O)=[CH:37][CH:36]=2)[CH2:30][CH2:29]1, predict the reaction product. The product is: [CH2:1]([N:3]([CH2:39][C:38]1[CH:41]=[CH:42][C:35]([O:34][CH:31]2[CH2:32][CH2:33][N:28]([CH3:27])[CH2:29][CH2:30]2)=[CH:36][CH:37]=1)[C:4]1[CH:9]=[CH:8][CH:7]=[CH:6][C:5]=1[C@@H:10]1[CH2:19][CH2:18][C:17]2[CH:16]=[C:15]([OH:20])[CH:14]=[CH:13][C:12]=2[CH2:11]1)[CH3:2]. (10) Given the reactants Cl[C:2]1[N:6]([CH2:7][C:8]([O:10][CH2:11][CH3:12])=[O:9])[C:5]2[C:13]([CH:18]([CH2:21][CH3:22])[CH2:19][CH3:20])=[CH:14][CH:15]=[C:16]([Cl:17])[C:4]=2[N:3]=1.[Cl:23][C:24]1[CH:30]=[C:29]([Cl:31])[CH:28]=[CH:27][C:25]=1[NH2:26].C(=O)([O-])O.[Na+], predict the reaction product. The product is: [Cl:17][C:16]1[C:4]2[N:3]=[C:2]([NH:26][C:25]3[CH:27]=[CH:28][C:29]([Cl:31])=[CH:30][C:24]=3[Cl:23])[N:6]([CH2:7][C:8]([O:10][CH2:11][CH3:12])=[O:9])[C:5]=2[C:13]([CH:18]([CH2:21][CH3:22])[CH2:19][CH3:20])=[CH:14][CH:15]=1.